From a dataset of Full USPTO retrosynthesis dataset with 1.9M reactions from patents (1976-2016). Predict the reactants needed to synthesize the given product. Given the product [Cl:1][C:2]1[CH:3]=[C:4]([C:5]2[O:7][N:46]=[C:27]([C:28]3[CH:36]=[CH:35][C:34]([CH2:37][CH2:38][CH2:39][C:40]([O:42][CH2:43][CH3:44])=[O:41])=[C:33]4[C:29]=3[CH:30]=[CH:31][N:32]4[CH3:45])[N:26]=2)[CH:8]=[CH:9][C:10]=1[O:11][CH:12]([CH3:14])[CH3:13], predict the reactants needed to synthesize it. The reactants are: [Cl:1][C:2]1[CH:3]=[C:4]([CH:8]=[CH:9][C:10]=1[O:11][CH:12]([CH3:14])[CH3:13])[C:5]([OH:7])=O.C1C=CC2N(O)N=NC=2C=1.O[NH:26]/[C:27](=[N:46]\[H])/[C:28]1[CH:36]=[CH:35][C:34]([CH2:37][CH2:38][CH2:39][C:40]([O:42][CH2:43][CH3:44])=[O:41])=[C:33]2[C:29]=1[CH:30]=[CH:31][N:32]2[CH3:45].CCCC[N+](CCCC)(CCCC)CCCC.[F-].